This data is from CYP2C19 inhibition data for predicting drug metabolism from PubChem BioAssay. The task is: Regression/Classification. Given a drug SMILES string, predict its absorption, distribution, metabolism, or excretion properties. Task type varies by dataset: regression for continuous measurements (e.g., permeability, clearance, half-life) or binary classification for categorical outcomes (e.g., BBB penetration, CYP inhibition). Dataset: cyp2c19_veith. The drug is CN1CCN(c2ncnc3ccc(-c4ccoc4)cc23)CC1. The result is 0 (non-inhibitor).